Dataset: Full USPTO retrosynthesis dataset with 1.9M reactions from patents (1976-2016). Task: Predict the reactants needed to synthesize the given product. (1) The reactants are: [CH2:1]([O:3][C:4]([C:6]1([C:9]2[CH:14]=[CH:13][C:12]([C:15]3[CH:20]=[CH:19][C:18]([C:21]4[O:25][N:24]=[C:23]([CH3:26])[C:22]=4[NH2:27])=[CH:17][CH:16]=3)=[CH:11][CH:10]=2)[CH2:8][CH2:7]1)=[O:5])[CH3:2].[CH2:28]([C:35]1[CH:40]=[CH:39][CH:38]=[C:37](Br)[CH:36]=1)[C:29]1[CH:34]=[CH:33][CH:32]=[CH:31][CH:30]=1. Given the product [CH2:1]([O:3][C:4]([C:6]1([C:9]2[CH:10]=[CH:11][C:12]([C:15]3[CH:20]=[CH:19][C:18]([C:21]4[O:25][N:24]=[C:23]([CH3:26])[C:22]=4[NH:27][C:37]4[CH:38]=[CH:39][CH:40]=[C:35]([CH2:28][C:29]5[CH:34]=[CH:33][CH:32]=[CH:31][CH:30]=5)[CH:36]=4)=[CH:17][CH:16]=3)=[CH:13][CH:14]=2)[CH2:8][CH2:7]1)=[O:5])[CH3:2], predict the reactants needed to synthesize it. (2) Given the product [Cl:16][C:17]1[C:18]([C:2]2[CH:3]=[CH:4][CH:5]=[C:6]([NH:8][CH2:9][CH:10]3[CH2:15][CH2:14][O:13][CH2:12][CH2:11]3)[N:7]=2)=[CH:19][C:20]([F:23])=[N:21][CH:22]=1, predict the reactants needed to synthesize it. The reactants are: Br[C:2]1[N:7]=[C:6]([NH:8][CH2:9][CH:10]2[CH2:15][CH2:14][O:13][CH2:12][CH2:11]2)[CH:5]=[CH:4][CH:3]=1.[Cl:16][C:17]1[C:18](B(O)O)=[CH:19][C:20]([F:23])=[N:21][CH:22]=1.C(Cl)Cl.C([O-])([O-])=O.[Na+].[Na+].